Dataset: Catalyst prediction with 721,799 reactions and 888 catalyst types from USPTO. Task: Predict which catalyst facilitates the given reaction. Reactant: S(C1C=CC(C)=CC=1)(O)(=O)=O.[F:12][C:13]1[CH:18]=[CH:17][C:16]([C:19](=[O:40])[CH2:20][CH2:21][CH2:22][N:23]2[CH2:39][CH2:38][C@@H:26]3[N:27]4[C:36]5[C:35]([C@@H:25]3[CH2:24]2)=[CH:34][CH:33]=[CH:32][C:31]=5[N:30]([CH3:37])[CH2:29][CH2:28]4)=[CH:15][CH:14]=1.[BH4-].[Na+]. Product: [F:12][C:13]1[CH:18]=[CH:17][C:16]([CH:19]([OH:40])[CH2:20][CH2:21][CH2:22][N:23]2[CH2:39][CH2:38][C@@H:26]3[N:27]4[C:36]5[C:35]([C@@H:25]3[CH2:24]2)=[CH:34][CH:33]=[CH:32][C:31]=5[N:30]([CH3:37])[CH2:29][CH2:28]4)=[CH:15][CH:14]=1. The catalyst class is: 5.